Dataset: Catalyst prediction with 721,799 reactions and 888 catalyst types from USPTO. Task: Predict which catalyst facilitates the given reaction. (1) Reactant: C[O:2][C:3](=O)[CH2:4][CH2:5][CH2:6][N:7]1[CH2:11][CH2:10][C@@H:9]([O:12][C:13]2[CH:18]=[CH:17][C:16]([O:19][C:20]3[CH:25]=[CH:24][CH:23]=[CH:22][CH:21]=3)=[CH:15][CH:14]=2)[CH2:8]1.[NH3:27]. Product: [O:19]([C:16]1[CH:17]=[CH:18][C:13]([O:12][C@@H:9]2[CH2:10][CH2:11][N:7]([CH2:6][CH2:5][CH2:4][C:3]([NH2:27])=[O:2])[CH2:8]2)=[CH:14][CH:15]=1)[C:20]1[CH:25]=[CH:24][CH:23]=[CH:22][CH:21]=1. The catalyst class is: 5. (2) Reactant: C[Si](C)(C)[O-].[K+].[Br:7][C:8]1[CH:13]=[C:12](F)[CH:11]=[C:10]([F:15])[CH:9]=1.C[O:17]CCOCCOC.Cl. Product: [Br:7][C:8]1[CH:13]=[C:12]([OH:17])[CH:11]=[C:10]([F:15])[CH:9]=1. The catalyst class is: 310. (3) Reactant: [CH3:1][O:2][C:3](=[O:28])[C@H:4]([NH:8][S:9]([C:12]1[CH:27]=[CH:26][C:15]2[S:16][C:17]3[CH:22]=[C:21]([N+:23]([O-])=O)[CH:20]=[CH:19][C:18]=3[C:14]=2[CH:13]=1)(=[O:11])=[O:10])[CH:5]([CH3:7])[CH3:6].CCOC(C)=O.Cl[Sn]Cl.O. Product: [NH2:23][C:21]1[CH:20]=[CH:19][C:18]2[C:14]3[CH:13]=[C:12]([S:9]([NH:8][C@H:4]([CH:5]([CH3:6])[CH3:7])[C:3]([O:2][CH3:1])=[O:28])(=[O:10])=[O:11])[CH:27]=[CH:26][C:15]=3[S:16][C:17]=2[CH:22]=1. The catalyst class is: 6. (4) Reactant: Br[C:2]1[CH:3]=[C:4]2[C:8](=[CH:9][CH:10]=1)[C:7](=[O:11])[O:6][CH2:5]2.[Br-].[CH2:13]([Zn+])[C:14]1[CH:19]=[CH:18][CH:17]=[CH:16][CH:15]=1.C(Cl)Cl. Product: [CH2:13]([C:2]1[CH:3]=[C:4]2[C:8](=[CH:9][CH:10]=1)[C:7](=[O:11])[O:6][CH2:5]2)[C:14]1[CH:19]=[CH:18][CH:17]=[CH:16][CH:15]=1. The catalyst class is: 12. (5) Reactant: [C:1]1([CH2:7][C:8]([OH:10])=O)[CH:6]=[CH:5][CH:4]=[CH:3][CH:2]=1.N=C=N.[CH3:14][C:15]1[CH:20]=[CH:19][CH:18]=[C:17]([C:21]#[C:22][CH:23]=[C:24]2[CH2:29][CH2:28][NH:27][CH2:26][CH2:25]2)[N:16]=1. Product: [CH3:14][C:15]1[CH:20]=[CH:19][CH:18]=[C:17]([C:21]#[C:22][CH:23]=[C:24]2[CH2:25][CH2:26][N:27]([C:8](=[O:10])[CH2:7][C:1]3[CH:2]=[CH:3][CH:4]=[CH:5][CH:6]=3)[CH2:28][CH2:29]2)[N:16]=1. The catalyst class is: 2.